From a dataset of Full USPTO retrosynthesis dataset with 1.9M reactions from patents (1976-2016). Predict the reactants needed to synthesize the given product. (1) Given the product [CH3:10][O:9][CH:8]([O:11][CH3:12])[C:5]1[CH:6]=[CH:7][C:2]([CH:20]=[O:21])=[N:3][CH:4]=1, predict the reactants needed to synthesize it. The reactants are: Br[C:2]1[CH:7]=[CH:6][C:5]([CH:8]([O:11][CH3:12])[O:9][CH3:10])=[CH:4][N:3]=1.C([Mg]Cl)(C)C.CN(C)[CH:20]=[O:21].O. (2) Given the product [C:36]([O:40][C:41](=[O:42])[NH:43][C@@H:44]([C:48]1[CH:49]=[CH:50][CH:51]=[CH:52][CH:53]=1)[C:45]([N:17]1[C@H:16]([C:14](=[O:15])[NH:13][C@H:6]2[C:7]3[C:12](=[CH:11][CH:10]=[CH:9][CH:8]=3)[O:3][CH2:4][CH2:5]2)[CH2:21][N:20]2[CH2:22][C:23]([F:25])([F:26])[CH2:24][C@@H:19]2[CH2:18]1)=[O:46])([CH3:39])([CH3:37])[CH3:38], predict the reactants needed to synthesize it. The reactants are: Cl.Cl.[O:3]1[C:12]2[C:7](=[CH:8][CH:9]=[CH:10][CH:11]=2)[C@H:6]([NH:13][C:14]([C@@H:16]2[CH2:21][N:20]3[CH2:22][C:23]([F:26])([F:25])[CH2:24][C@@H:19]3[CH2:18][NH:17]2)=[O:15])[CH2:5][CH2:4]1.C(N(C(C)C)C(C)C)C.[C:36]([O:40][C:41]([NH:43][C@@H:44]([C:48]1[CH:53]=[CH:52][CH:51]=[CH:50][CH:49]=1)[C:45](O)=[O:46])=[O:42])([CH3:39])([CH3:38])[CH3:37].F[P-](F)(F)(F)(F)F.N1(OC(N(C)C)=[N+](C)C)C2N=CC=CC=2N=N1. (3) Given the product [C:1]([O:5][C:6](=[O:23])[NH:7][C:8]1[CH:13]=[CH:12][C:11]([B:29]2[O:33][C:32]([CH3:35])([CH3:34])[C:31]([CH3:37])([CH3:36])[O:30]2)=[CH:10][C:9]=1[NH:15][C:16]([O:18][C:19]([CH3:22])([CH3:21])[CH3:20])=[O:17])([CH3:4])([CH3:3])[CH3:2], predict the reactants needed to synthesize it. The reactants are: [C:1]([O:5][C:6](=[O:23])[NH:7][C:8]1[CH:13]=[CH:12][C:11](Br)=[CH:10][C:9]=1[NH:15][C:16]([O:18][C:19]([CH3:22])([CH3:21])[CH3:20])=[O:17])([CH3:4])([CH3:3])[CH3:2].C([O-])(=O)C.[K+].[B:29]1([B:29]2[O:33][C:32]([CH3:35])([CH3:34])[C:31]([CH3:37])([CH3:36])[O:30]2)[O:33][C:32]([CH3:35])([CH3:34])[C:31]([CH3:37])([CH3:36])[O:30]1. (4) Given the product [NH:1]([C:27]([O:29][C:30]([CH3:33])([CH3:32])[CH3:31])=[O:28])[C@H:2]([C:24]([OH:26])=[O:25])[CH2:3][O:4][C:5]([C:12]1[CH:13]=[CH:14][CH:15]=[CH:16][CH:17]=1)([C:18]1[CH:23]=[CH:22][CH:21]=[CH:20][CH:19]=1)[C:6]1[CH:11]=[CH:10][CH:9]=[CH:8][CH:7]=1.[CH3:35][O:36][N-:37][CH3:38], predict the reactants needed to synthesize it. The reactants are: [NH:1]([C:27]([O:29][C:30]([CH3:33])([CH3:32])[CH3:31])=[O:28])[C@H:2]([C:24]([OH:26])=[O:25])[CH2:3][O:4][C:5]([C:18]1[CH:23]=[CH:22][CH:21]=[CH:20][CH:19]=1)([C:12]1[CH:17]=[CH:16][CH:15]=[CH:14][CH:13]=1)[C:6]1[CH:11]=[CH:10][CH:9]=[CH:8][CH:7]=1.Cl.[CH3:35][O:36][NH:37][CH3:38].CCN(C(C)C)C(C)C. (5) Given the product [O:1]1[C:5]2[CH:6]=[CH:7][C:8]([CH:10]=[C:15]3[S:14][C:13](=[NH:12])[NH:17][C:16]3=[O:18])=[CH:9][C:4]=2[O:3][CH2:2]1, predict the reactants needed to synthesize it. The reactants are: [O:1]1[C:5]2[CH:6]=[CH:7][C:8]([CH:10]=O)=[CH:9][C:4]=2[O:3][CH2:2]1.[NH:12]=[C:13]1[NH:17][C:16](=[O:18])[CH2:15][S:14]1. (6) The reactants are: [C:1]1(=[O:10])[C:9]2C(=CC=CC=2)CC1.Cl.C(N)C#C.[OH2:16].[OH2:17].[OH2:18].[C:19]([O-:22])(=[O:21])[CH3:20].[Na+].C([BH3-])#N.[Na+]. Given the product [C:1]([OH:10])(=[O:18])[CH:9]([CH:20]([C:19]([OH:22])=[O:21])[OH:17])[OH:16], predict the reactants needed to synthesize it. (7) Given the product [Br:23][CH2:24][CH2:25][CH2:26][CH2:27][C:10]1([S:14]([C:17]2[CH:18]=[CH:19][CH:20]=[CH:21][CH:22]=2)(=[O:15])=[O:16])[CH2:11][CH2:12][CH2:13]1, predict the reactants needed to synthesize it. The reactants are: C1(S([C:10]2([S:14]([C:17]3[CH:22]=[CH:21][CH:20]=[CH:19][CH:18]=3)(=[O:16])=[O:15])[CH2:13][CH2:12][CH2:11]2)(=O)=O)C=CC=CC=1.[Br:23][CH2:24][CH2:25][CH2:26][CH2:27]Br. (8) Given the product [Br:35][C:29]1[CH:30]=[CH:31][CH:32]=[C:33]([Br:34])[C:28]=1[C:25]1[NH:24][C:23]2[C:22]3[C:17]([C:15]4[CH:16]=[C:11]([CH2:10][C:9]([CH3:45])([OH:8])[CH3:44])[CH:12]=[CH:13][C:14]=4[C:27]=2[N:26]=1)=[CH:18][C:19]([O:36][CH2:37][CH2:38][CH2:39][C:40]([F:43])([F:41])[F:42])=[CH:20][CH:21]=3, predict the reactants needed to synthesize it. The reactants are: [Si]([O:8][C:9]([CH3:45])([CH3:44])[CH2:10][C:11]1[CH:12]=[CH:13][C:14]2[C:27]3[N:26]=[C:25]([C:28]4[C:33]([Br:34])=[CH:32][CH:31]=[CH:30][C:29]=4[Br:35])[NH:24][C:23]=3[C:22]3[C:17](=[CH:18][C:19]([O:36][CH2:37][CH2:38][CH2:39][C:40]([F:43])([F:42])[F:41])=[CH:20][CH:21]=3)[C:15]=2[CH:16]=1)(C(C)(C)C)(C)C.[Si](OC(C)(C)CC1C=CC2C3N=C(C4C(Br)=CC=CC=4Br)NC=3C3C(=CC(OCC4CC4)=CC=3)C=2C=1)(C(C)(C)C)(C)C. (9) Given the product [C:27]([C:26]1[CH:29]=[CH:30][C:23]([CH:22]2[N:21]([CH2:8][C:9]([O:11][CH2:12][CH3:13])=[O:10])[C:20](=[O:31])[N:19]([C:32]3[CH:37]=[CH:36][CH:35]=[C:34]([C:38]([F:41])([F:39])[F:40])[CH:33]=3)[C:18]3[CH2:42][CH2:43][N:15]([CH3:14])[C:16](=[O:44])[C:17]2=3)=[CH:24][CH:25]=1)#[N:28], predict the reactants needed to synthesize it. The reactants are: C(=O)([O-])[O-].[K+].[K+].Br[CH2:8][C:9]([O:11][CH2:12][CH3:13])=[O:10].[CH3:14][N:15]1[CH2:43][CH2:42][C:18]2[N:19]([C:32]3[CH:37]=[CH:36][CH:35]=[C:34]([C:38]([F:41])([F:40])[F:39])[CH:33]=3)[C:20](=[O:31])[NH:21][CH:22]([C:23]3[CH:30]=[CH:29][C:26]([C:27]#[N:28])=[CH:25][CH:24]=3)[C:17]=2[C:16]1=[O:44].O. (10) Given the product [CH3:42][NH:43][CH2:44][C@@H:45]([C@H:47]([C@@H:49]([C@@H:51]([CH2:53][OH:54])[OH:52])[OH:50])[OH:48])[OH:46].[CH2:1]([C:5]1[CH:6]=[CH:7][C:8]([C:11]#[C:12][C:13]2[CH:36]=[CH:35][C:16]([CH2:17][N:18]([CH2:29][CH2:30][CH2:31][CH2:32][CH2:33][CH3:34])[C:19]3[CH:20]=[CH:21][C:22]([OH:28])=[C:23]([CH:27]=3)[C:24]([OH:26])=[O:25])=[CH:15][CH:14]=2)=[CH:9][CH:10]=1)[CH2:2][CH2:3][CH3:4], predict the reactants needed to synthesize it. The reactants are: [CH2:1]([C:5]1[CH:10]=[CH:9][C:8]([C:11]#[C:12][C:13]2[CH:36]=[CH:35][C:16]([CH2:17][N:18]([CH2:29][CH2:30][CH2:31][CH2:32][CH2:33][CH3:34])[C:19]3[CH:20]=[CH:21][C:22]([OH:28])=[C:23]([CH:27]=3)[C:24]([OH:26])=[O:25])=[CH:15][CH:14]=2)=[CH:7][CH:6]=1)[CH2:2][CH2:3][CH3:4].C1COCC1.[CH3:42][NH:43][CH2:44][C@@H:45]([C@H:47]([C@@H:49]([C@@H:51]([CH2:53][OH:54])[OH:52])[OH:50])[OH:48])[OH:46].